From a dataset of Forward reaction prediction with 1.9M reactions from USPTO patents (1976-2016). Predict the product of the given reaction. (1) Given the reactants [CH3:1][C@:2]12[CH2:18][CH2:17][C@H:16]3[C@@H:7]([C@H:8]([CH2:20][CH2:21][CH2:22][CH2:23][O:24][CH2:25][CH2:26][O:27][CH2:28][CH2:29][O:30][CH2:31][CH2:32][O:33][CH2:34][C:35]4[CH:40]=[CH:39][CH:38]=[CH:37][CH:36]=4)[CH2:9][C:10]4[CH:11]=[C:12]([OH:19])[CH:13]=[CH:14][C:15]=43)[C@@H:6]1[CH2:5][CH2:4][C@@H:3]2[OH:41].CCN(C(C)C)C(C)C.Cl[CH2:52][O:53][CH3:54].C1[CH2:59][O:58][CH2:57]C1, predict the reaction product. The product is: [CH3:52][O:53][CH2:54][O:19][C:12]1[CH:13]=[CH:14][C:15]2[C@@H:16]3[C@@H:7]([C@H:8]([CH2:20][CH2:21][CH2:22][CH2:23][O:24][CH2:25][CH2:26][O:27][CH2:28][CH2:29][O:30][CH2:31][CH2:32][O:33][CH2:34][C:35]4[CH:36]=[CH:37][CH:38]=[CH:39][CH:40]=4)[CH2:9][C:10]=2[CH:11]=1)[C@H:6]1[C@@:2]([CH3:1])([C@@H:3]([O:41][CH2:57][O:58][CH3:59])[CH2:4][CH2:5]1)[CH2:18][CH2:17]3. (2) Given the reactants C1(N([C@H]2CC[C@H](COC)CC2)[C:8](=[O:20])[NH:9][C:10]2[S:11][C:12]([S:15][CH2:16][C:17](O)=O)=[CH:13][N:14]=2)CCCCC1.[CH:30]1([NH:37][C@H:38]2[CH2:43][CH2:42][C@H:41]([CH2:44][O:45][CH2:46][CH:47]3[CH2:49][CH2:48]3)[CH2:40][CH2:39]2)[CH2:36][CH2:35][CH2:34][CH2:33][CH2:32][CH2:31]1.C([O:52][C:53](=[O:63])C(SC1SC(N)=NC=1)C)C, predict the reaction product. The product is: [CH:30]1([N:37]([C@H:38]2[CH2:43][CH2:42][C@H:41]([CH2:44][O:45][CH2:46][CH:47]3[CH2:49][CH2:48]3)[CH2:40][CH2:39]2)[C:8](=[O:20])[NH:9][C:10]2[S:11][C:12]([S:15][CH2:16][CH2:17][C:53]([OH:63])=[O:52])=[CH:13][N:14]=2)[CH2:31][CH2:32][CH2:33][CH2:34][CH2:35][CH2:36]1.